From a dataset of NCI-60 drug combinations with 297,098 pairs across 59 cell lines. Regression. Given two drug SMILES strings and cell line genomic features, predict the synergy score measuring deviation from expected non-interaction effect. (1) Drug 1: C1=CC=C(C=C1)NC(=O)CCCCCCC(=O)NO. Drug 2: C1CNP(=O)(OC1)N(CCCl)CCCl. Cell line: SK-MEL-5. Synergy scores: CSS=29.5, Synergy_ZIP=-2.02, Synergy_Bliss=-2.13, Synergy_Loewe=-40.7, Synergy_HSA=-3.64. (2) Drug 1: C1=CC(=CC=C1CC(C(=O)O)N)N(CCCl)CCCl.Cl. Drug 2: CN(C(=O)NC(C=O)C(C(C(CO)O)O)O)N=O. Cell line: SK-MEL-28. Synergy scores: CSS=0.884, Synergy_ZIP=-1.61, Synergy_Bliss=-0.937, Synergy_Loewe=-3.96, Synergy_HSA=-3.93. (3) Drug 1: CC(C1=C(C=CC(=C1Cl)F)Cl)OC2=C(N=CC(=C2)C3=CN(N=C3)C4CCNCC4)N. Drug 2: CC1C(C(CC(O1)OC2CC(CC3=C2C(=C4C(=C3O)C(=O)C5=CC=CC=C5C4=O)O)(C(=O)C)O)N)O. Cell line: ACHN. Synergy scores: CSS=48.3, Synergy_ZIP=-3.13, Synergy_Bliss=-4.70, Synergy_Loewe=-20.8, Synergy_HSA=-4.08. (4) Drug 1: CC12CCC(CC1=CCC3C2CCC4(C3CC=C4C5=CN=CC=C5)C)O. Drug 2: CCC1=CC2CC(C3=C(CN(C2)C1)C4=CC=CC=C4N3)(C5=C(C=C6C(=C5)C78CCN9C7C(C=CC9)(C(C(C8N6C)(C(=O)OC)O)OC(=O)C)CC)OC)C(=O)OC.C(C(C(=O)O)O)(C(=O)O)O. Cell line: UACC-257. Synergy scores: CSS=32.9, Synergy_ZIP=-1.50, Synergy_Bliss=2.89, Synergy_Loewe=-9.13, Synergy_HSA=2.96. (5) Drug 1: C1CNP(=O)(OC1)N(CCCl)CCCl. Drug 2: CC12CCC3C(C1CCC2OP(=O)(O)O)CCC4=C3C=CC(=C4)OC(=O)N(CCCl)CCCl.[Na+]. Cell line: SNB-75. Synergy scores: CSS=6.31, Synergy_ZIP=-2.36, Synergy_Bliss=2.73, Synergy_Loewe=-1.28, Synergy_HSA=2.16. (6) Synergy scores: CSS=45.2, Synergy_ZIP=5.02, Synergy_Bliss=4.36, Synergy_Loewe=-31.4, Synergy_HSA=6.38. Drug 2: CC1CCCC2(C(O2)CC(NC(=O)CC(C(C(=O)C(C1O)C)(C)C)O)C(=CC3=CSC(=N3)C)C)C. Drug 1: CNC(=O)C1=NC=CC(=C1)OC2=CC=C(C=C2)NC(=O)NC3=CC(=C(C=C3)Cl)C(F)(F)F. Cell line: SNB-75.